This data is from Catalyst prediction with 721,799 reactions and 888 catalyst types from USPTO. The task is: Predict which catalyst facilitates the given reaction. (1) Reactant: [CH:1]1([C:4]([C:6]2[C:7](Cl)=[N:8][CH:9]=[N:10][C:11]=2[Cl:12])=O)[CH2:3][CH2:2]1.[NH2:14][NH2:15]. Product: [Cl:12][C:11]1[N:10]=[CH:9][N:8]=[C:7]2[NH:14][N:15]=[C:4]([CH:1]3[CH2:3][CH2:2]3)[C:6]=12. The catalyst class is: 387. (2) Reactant: [Cl:1][C:2]1[CH:7]=[C:6]([Cl:8])[CH:5]=[CH:4][C:3]=1[S:9]([NH:12][C:13]1[C:21]([O:22][C:23]2[CH:28]=[CH:27][C:26]([CH2:29][C:30]([O:32]CC)=[O:31])=[CH:25][C:24]=2[O:35][CH3:36])=[CH:20][CH:19]=[C:18]2[C:14]=1[CH:15]=[C:16]([CH3:38])[N:17]2[CH3:37])(=[O:11])=[O:10].[OH-].[Li+].Cl. Product: [Cl:1][C:2]1[CH:7]=[C:6]([Cl:8])[CH:5]=[CH:4][C:3]=1[S:9]([NH:12][C:13]1[C:21]([O:22][C:23]2[CH:28]=[CH:27][C:26]([CH2:29][C:30]([OH:32])=[O:31])=[CH:25][C:24]=2[O:35][CH3:36])=[CH:20][CH:19]=[C:18]2[C:14]=1[CH:15]=[C:16]([CH3:38])[N:17]2[CH3:37])(=[O:11])=[O:10]. The catalyst class is: 193.